The task is: Predict the reactants needed to synthesize the given product.. This data is from Full USPTO retrosynthesis dataset with 1.9M reactions from patents (1976-2016). (1) Given the product [CH3:9][C:5]1[C:6]2[C:7]([NH2:15])=[N:8][C:19]([C:20]3[CH:25]=[CH:24][CH:23]=[CH:22][CH:21]=3)=[N:1][C:2]=2[S:3][C:4]=1[CH3:10], predict the reactants needed to synthesize it. The reactants are: [NH2:1][C:2]1[S:3][C:4]([CH3:10])=[C:5]([CH3:9])[C:6]=1[C:7]#[N:8].C(O)(=O)C.[NH3:15].CCO[C:19](OCC)(OCC)[C:20]1[CH:25]=[CH:24][CH:23]=[CH:22][CH:21]=1. (2) The reactants are: C([N:20]1[CH:24]=[C:23]([C:25]2[CH:42]=[CH:41][CH:40]=[CH:39][C:26]=2[O:27][CH2:28][CH:29]=[C:30]2[CH2:35][CH2:34][CH:33]([C:36]([NH2:38])=[O:37])[CH2:32][CH2:31]2)[N:22]=[CH:21]1)(C1C=CC=CC=1)(C1C=CC=CC=1)C1C=CC=CC=1.[H-].[Na+].[Cl:45][C:46]1[CH:47]=[C:48]([CH:51]=[CH:52][CH:53]=1)[CH2:49]Br. Given the product [NH:20]1[CH:24]=[C:23]([C:25]2[CH:42]=[CH:41][CH:40]=[CH:39][C:26]=2[O:27][CH2:28][CH:29]=[C:30]2[CH2:35][CH2:34][CH:33]([C:36]([NH:38][CH2:49][C:48]3[CH:51]=[CH:52][CH:53]=[C:46]([Cl:45])[CH:47]=3)=[O:37])[CH2:32][CH2:31]2)[N:22]=[CH:21]1, predict the reactants needed to synthesize it. (3) Given the product [Br:12][C:2]1[C:7]([NH2:8])=[C:6]([CH3:9])[CH:5]=[C:4]([CH3:10])[N:3]=1, predict the reactants needed to synthesize it. The reactants are: Cl[C:2]1[C:7]([NH2:8])=[C:6]([CH3:9])[CH:5]=[C:4]([CH3:10])[N:3]=1.P(Br)(Br)[Br:12].[OH-].[Na+]. (4) Given the product [CH2:1]([N:8]1[CH2:9][C@H:15]([C:16]([O:18][CH3:19])=[O:17])[C@H:14]([C:13]([O:21][CH3:22])=[O:20])[CH2:25]1)[C:2]1[CH:3]=[CH:4][CH:5]=[CH:6][CH:7]=1, predict the reactants needed to synthesize it. The reactants are: [CH2:1]([NH:8][CH2:9]C(O)=O)[C:2]1[CH:7]=[CH:6][CH:5]=[CH:4][CH:3]=1.[C:13]([O:21][CH3:22])(=[O:20])/[CH:14]=[CH:15]\[C:16]([O:18][CH3:19])=[O:17].C=O.[CH3:25]CN(C(C)C)C(C)C. (5) Given the product [NH:8]1[CH2:13][CH2:12][CH:11]([C:14]2[CH:15]=[CH:16][C:17]([NH:20][C:21]3[N:37]=[C:24]4[C:25]([C:29]5[CH:30]=[CH:31][C:32]([C:35]#[N:36])=[CH:33][CH:34]=5)=[CH:26][CH:27]=[CH:28][N:23]4[N:22]=3)=[CH:18][CH:19]=2)[CH2:10][CH2:9]1, predict the reactants needed to synthesize it. The reactants are: C(OC([N:8]1[CH2:13][CH2:12][CH:11]([C:14]2[CH:19]=[CH:18][C:17]([NH:20][C:21]3[N:37]=[C:24]4[C:25]([C:29]5[CH:34]=[CH:33][C:32]([C:35]#[N:36])=[CH:31][CH:30]=5)=[CH:26][CH:27]=[CH:28][N:23]4[N:22]=3)=[CH:16][CH:15]=2)[CH2:10][CH2:9]1)=O)(C)(C)C.FC(F)(F)C(O)=O.